Dataset: Peptide-MHC class I binding affinity with 185,985 pairs from IEDB/IMGT. Task: Regression. Given a peptide amino acid sequence and an MHC pseudo amino acid sequence, predict their binding affinity value. This is MHC class I binding data. The peptide sequence is ITEMLQKEY. The MHC is HLA-A26:01 with pseudo-sequence HLA-A26:01. The binding affinity (normalized) is 0.